Predict the reactants needed to synthesize the given product. From a dataset of Full USPTO retrosynthesis dataset with 1.9M reactions from patents (1976-2016). (1) Given the product [CH3:23][S:24]([O:22][CH2:21][C:2]1([CH3:1])[CH2:7][CH2:6][CH:5]([S:8]([C:11]2[CH:16]=[CH:15][CH:14]=[C:13]([C:17]([F:20])([F:18])[F:19])[CH:12]=2)(=[O:10])=[O:9])[CH2:4][CH2:3]1)(=[O:26])=[O:25], predict the reactants needed to synthesize it. The reactants are: [CH3:1][C:2]1([CH2:21][OH:22])[CH2:7][CH2:6][CH:5]([S:8]([C:11]2[CH:16]=[CH:15][CH:14]=[C:13]([C:17]([F:20])([F:19])[F:18])[CH:12]=2)(=[O:10])=[O:9])[CH2:4][CH2:3]1.[CH3:23][S:24](Cl)(=[O:26])=[O:25]. (2) Given the product [NH2:15][C:9]1[N:7]2[CH:8]=[C:3]([Br:2])[CH:4]=[CH:5][C:6]2=[N:11][C:10]=1[C:12]([NH2:14])=[O:13], predict the reactants needed to synthesize it. The reactants are: [Sn].[Br:2][C:3]1[CH:4]=[CH:5][C:6]2[N:7]([C:9]([N+:15]([O-])=O)=[C:10]([C:12]([NH2:14])=[O:13])[N:11]=2)[CH:8]=1. (3) Given the product [CH3:17][C:18]1[CH:19]=[CH:20][C:21]2[N:22]([C:24]([CH2:34][C:35]([C:37]3[S:38][CH:39]=[CH:40][CH:41]=3)=[O:36])=[C:25]([C:27]3[CH:28]=[CH:29][C:30]([CH3:33])=[CH:31][CH:32]=3)[N:26]=2)[CH:23]=1, predict the reactants needed to synthesize it. The reactants are: [Cr](Cl)([O-])(=O)=O.[NH+]1C=CC=CC=1.C([O-])(=O)C.[Na+].[CH3:17][C:18]1[CH:19]=[CH:20][C:21]2[N:22]([C:24]([CH2:34][CH:35]([C:37]3[S:38][CH:39]=[CH:40][CH:41]=3)[OH:36])=[C:25]([C:27]3[CH:32]=[CH:31][C:30]([CH3:33])=[CH:29][CH:28]=3)[N:26]=2)[CH:23]=1.O. (4) Given the product [Br:1][C:6]1[C:7]2[CH2:8][CH2:9][CH2:10][CH2:11][C:12]=2[CH:3]=[C:4]([C:13]#[N:14])[CH:5]=1, predict the reactants needed to synthesize it. The reactants are: [Br:1]Br.[CH:3]1[C:12]2[CH2:11][CH2:10][CH2:9][CH2:8][C:7]=2[CH:6]=[CH:5][C:4]=1[C:13]#[N:14].Cl.